This data is from Catalyst prediction with 721,799 reactions and 888 catalyst types from USPTO. The task is: Predict which catalyst facilitates the given reaction. Reactant: [CH3:1][CH:2]([O:4][C:5]1[CH:6]=[C:7]([CH:13]([N:18]2[C:22](=[O:23])[C:21]3=[CH:24][CH:25]=[CH:26][CH:27]=[C:20]3[C:19]2=[O:28])[CH2:14][C:15](O)=[O:16])[CH:8]=[CH:9][C:10]=1[O:11][CH3:12])[CH3:3].C(N1C=CN=C1)(N1C=CN=C1)=O.Cl.[NH2:42][OH:43]. Product: [OH:43][NH:42][C:15](=[O:16])[CH2:14][CH:13]([C:7]1[CH:8]=[CH:9][C:10]([O:11][CH3:12])=[C:5]([O:4][CH:2]([CH3:3])[CH3:1])[CH:6]=1)[N:18]1[C:22](=[O:23])[C:21]2=[CH:24][CH:25]=[CH:26][CH:27]=[C:20]2[C:19]1=[O:28]. The catalyst class is: 7.